From a dataset of Catalyst prediction with 721,799 reactions and 888 catalyst types from USPTO. Predict which catalyst facilitates the given reaction. (1) Reactant: [C:1]([O:5][C:6]([N:8]1[CH2:13][CH2:12][CH:11]([O:14][CH2:15][C:16]2[N:20]=[C:19]([C:21]3[CH:26]=[CH:25][C:24]([C:27]([O:29]C)=[O:28])=[CH:23][CH:22]=3)[O:18][N:17]=2)[CH2:10][CH2:9]1)=[O:7])([CH3:4])([CH3:3])[CH3:2].[OH-].[Na+]. Product: [C:1]([O:5][C:6]([N:8]1[CH2:9][CH2:10][CH:11]([O:14][CH2:15][C:16]2[N:20]=[C:19]([C:21]3[CH:22]=[CH:23][C:24]([C:27]([OH:29])=[O:28])=[CH:25][CH:26]=3)[O:18][N:17]=2)[CH2:12][CH2:13]1)=[O:7])([CH3:4])([CH3:2])[CH3:3]. The catalyst class is: 5. (2) Reactant: [CH3:1][C:2]1[CH:7]=[CH:6][C:5]([S:8]([O:11][CH2:12][CH:13]([OH:16])[CH2:14][Cl:15])(=[O:10])=[O:9])=[CH:4][CH:3]=1.N1C=CN=C1.[C:22]([Si:26](Cl)([CH3:28])[CH3:27])([CH3:25])([CH3:24])[CH3:23].C(=O)([O-])O.[Na+]. Product: [CH3:1][C:2]1[CH:7]=[CH:6][C:5]([S:8]([O:11][CH2:12][CH:13]([O:16][Si:26]([C:22]([CH3:25])([CH3:24])[CH3:23])([CH3:28])[CH3:27])[CH2:14][Cl:15])(=[O:10])=[O:9])=[CH:4][CH:3]=1. The catalyst class is: 3. (3) The catalyst class is: 8. Reactant: Cl.[CH3:2][N:3]([CH3:12])[C:4](=[O:11])[C@H:5]([CH2:7][CH:8]([CH3:10])[CH3:9])[NH2:6].C(N(CC)CC)C.S=[C:21]1[CH2:25][S:24][C:23](=[O:26])[NH:22]1. Product: [CH3:12][N:3]([CH3:2])[C:4](=[O:11])[C@H:5]([CH2:7][CH:8]([CH3:9])[CH3:10])[NH:6][C:21]1[CH2:25][S:24][C:23](=[O:26])[N:22]=1. (4) Reactant: [Br:1][C:2]1[CH:11]=[CH:10][CH:9]=[C:8]2[C:3]=1[CH:4]=[CH:5][C:6](Cl)=[N:7]2.[CH3:13][O-:14].[Na+]. Product: [Br:1][C:2]1[CH:11]=[CH:10][CH:9]=[C:8]2[C:3]=1[CH:4]=[CH:5][C:6]([O:14][CH3:13])=[N:7]2. The catalyst class is: 24. (5) Reactant: CN(C)[CH:3]=[O:4].O=P(Cl)(Cl)[Cl:8].O=[C:12]1[CH2:17][CH2:16][N:15]([C:18]([O:20][C:21]([CH3:24])([CH3:23])[CH3:22])=[O:19])[CH2:14][CH2:13]1. Product: [Cl:8][C:12]1[CH2:17][CH2:16][N:15]([C:18]([O:20][C:21]([CH3:24])([CH3:23])[CH3:22])=[O:19])[CH2:14][C:13]=1[CH:3]=[O:4]. The catalyst class is: 4. (6) Reactant: [CH3:1][C@@H:2]1[CH2:7][O:6][CH2:5][CH2:4][N:3]1[C:8]1[CH:13]=[C:12]([C:14]2([S@:17]([CH3:20])(=[NH:19])=[O:18])[CH2:16][CH2:15]2)[N:11]=[C:10]([C:21]2[CH:26]=[CH:25][N:24]=[C:23]3[NH:27][CH:28]=[CH:29][C:22]=23)[N:9]=1. Product: [CH3:1][C@@H:2]1[CH2:7][O:6][CH2:5][CH2:4][N:3]1[C:8]1[CH:13]=[C:12]([C:14]2([S@@:17]([CH3:20])(=[NH:19])=[O:18])[CH2:16][CH2:15]2)[N:11]=[C:10]([C:21]2[CH:26]=[CH:25][N:24]=[C:23]3[NH:27][CH:28]=[CH:29][C:22]=23)[N:9]=1. The catalyst class is: 237. (7) Reactant: FC(F)(F)S(O[C:7]1[C:11]2[C:12]([O:16][CH3:17])=[N:13][CH:14]=[CH:15][C:10]=2[N:9]([CH:18]2[CH2:23][CH2:22][O:21][CH2:20][CH2:19]2)[N:8]=1)(=O)=O.CC1(C)C(C)(C)OB([C:34]2[CH:39]=[CH:38][C:37]([S:40]([NH2:43])(=[O:42])=[O:41])=[CH:36][CH:35]=2)O1.C(=O)([O-])[O-].[Na+].[Na+].O. Product: [CH3:17][O:16][C:12]1[C:11]2[C:7]([C:34]3[CH:39]=[CH:38][C:37]([S:40]([NH2:43])(=[O:42])=[O:41])=[CH:36][CH:35]=3)=[N:8][N:9]([CH:18]3[CH2:19][CH2:20][O:21][CH2:22][CH2:23]3)[C:10]=2[CH:15]=[CH:14][N:13]=1. The catalyst class is: 104.